This data is from Forward reaction prediction with 1.9M reactions from USPTO patents (1976-2016). The task is: Predict the product of the given reaction. (1) Given the reactants [CH2:1]([N:8]1[CH2:12][CH:11]([C:13]2[CH:18]=[CH:17][CH:16]=[CH:15][CH:14]=2)[CH:10]([NH2:19])[CH2:9]1)[C:2]1[CH:7]=[CH:6][CH:5]=[CH:4][CH:3]=1.[C:20]([O-])([O-])=O.[K+].[K+].ClC(OCC)=O.B, predict the reaction product. The product is: [CH2:1]([N:8]1[CH2:12][C@@H:11]([C:13]2[CH:14]=[CH:15][CH:16]=[CH:17][CH:18]=2)[C@H:10]([NH:19][CH3:20])[CH2:9]1)[C:2]1[CH:3]=[CH:4][CH:5]=[CH:6][CH:7]=1. (2) Given the reactants [CH2:1]([NH:3][C:4]1[C:9]2[C:10]([C:13]([O:15][CH3:16])=[O:14])=[N:11][NH:12][C:8]=2[CH:7]=[CH:6][N:5]=1)[CH3:2].[Br:17][C:18]1[CH:19]=[C:20](B(O)O)[CH:21]=[CH:22][CH:23]=1, predict the reaction product. The product is: [Br:17][C:18]1[CH:23]=[C:22]([N:12]2[C:8]3[CH:7]=[CH:6][N:5]=[C:4]([NH:3][CH2:1][CH3:2])[C:9]=3[C:10]([C:13]([O:15][CH3:16])=[O:14])=[N:11]2)[CH:21]=[CH:20][CH:19]=1. (3) Given the reactants CS([C:4]1[N:9]=[C:8]([N:10]2[C:18]3[C:13](=[C:14]([O:19][CH2:20][CH2:21][CH2:22][S:23]([CH3:26])(=[O:25])=[O:24])[CH:15]=[CH:16][CH:17]=3)[CH:12]=[CH:11]2)[CH:7]=[CH:6][N:5]=1)=O.C([O-])(=O)C.[OH:31][C:32]([CH:35]1[CH2:40][CH2:39][CH:38]([NH3+:41])[CH2:37][CH2:36]1)([CH3:34])[CH3:33].CCN(C(C)C)C(C)C, predict the reaction product. The product is: [CH3:26][S:23]([CH2:22][CH2:21][CH2:20][O:19][C:14]1[CH:15]=[CH:16][CH:17]=[C:18]2[C:13]=1[CH:12]=[CH:11][N:10]2[C:8]1[CH:7]=[CH:6][N:5]=[C:4]([NH:41][CH:38]2[CH2:39][CH2:40][CH:35]([C:32]([OH:31])([CH3:33])[CH3:34])[CH2:36][CH2:37]2)[N:9]=1)(=[O:25])=[O:24]. (4) Given the reactants [Cl:1][C:2]1[CH:7]=[CH:6][C:5]([CH:8]([C:26]2[CH:31]=[CH:30][C:29]([Cl:32])=[CH:28][CH:27]=2)[C:9]2[CH:10]=[C:11]3[C:16](=[CH:17][CH:18]=2)[NH:15][C:14](=[O:19])[CH:13]=[C:12]3[C:20]2[CH2:21][CH2:22][NH:23][CH2:24][CH:25]=2)=[CH:4][CH:3]=1.[S:33](O[S:33]([C:36]([F:39])([F:38])[F:37])(=[O:35])=[O:34])([C:36]([F:39])([F:38])[F:37])(=[O:35])=[O:34].C([O-])(O)=O.[Na+], predict the reaction product. The product is: [F:37][C:36]([F:39])([F:38])[S:33]([O:19][C:14]1[CH:13]=[C:12]([C:20]2[CH2:21][CH2:22][N:23]([S:33]([C:36]([F:37])([F:38])[F:39])(=[O:34])=[O:35])[CH2:24][CH:25]=2)[C:11]2[C:16](=[CH:17][CH:18]=[C:9]([CH:8]([C:5]3[CH:6]=[CH:7][C:2]([Cl:1])=[CH:3][CH:4]=3)[C:26]3[CH:27]=[CH:28][C:29]([Cl:32])=[CH:30][CH:31]=3)[CH:10]=2)[N:15]=1)(=[O:35])=[O:34].